This data is from Reaction yield outcomes from USPTO patents with 853,638 reactions. The task is: Predict the reaction yield, written as a fraction of the theoretical maximum amount of product (1.0 means a 100% yield; for example, 0.34 means a 34% yield). (1) The reactants are [OH-].[Na+].[Cl:3][C:4]1[N:9]=[C:8]([C:10]([O:12]C)=[O:11])[C:7]([CH3:14])=[CH:6][CH:5]=1.CO. The catalyst is C1COCC1. The product is [Cl:3][C:4]1[N:9]=[C:8]([C:10]([OH:12])=[O:11])[C:7]([CH3:14])=[CH:6][CH:5]=1. The yield is 0.840. (2) The reactants are [CH3:1][S:2][C:3]1[CH:8]=[CH:7][CH:6]=[CH:5][C:4]=1[CH2:9][OH:10].[Cr](Cl)([O-])(=O)=O.[NH+]1C=CC=CC=1. The catalyst is ClCCl. The product is [CH3:1][S:2][C:3]1[CH:8]=[CH:7][CH:6]=[CH:5][C:4]=1[CH:9]=[O:10]. The yield is 0.690. (3) The reactants are [C:1]([C:4]1[C:9]([O:10][CH2:11][CH2:12][CH2:13][C:14]([O:16]CC)=[O:15])=[C:8]([CH2:19][CH2:20][CH3:21])[C:7]([O:22][CH2:23][CH2:24][CH2:25][S:26][C:27]2[CH:32]=[CH:31][C:30]([C:33](=[O:35])[CH3:34])=[C:29]([OH:36])[C:28]=2[CH2:37][CH2:38][CH3:39])=[CH:6][CH:5]=1)(=[O:3])[CH3:2].[OH-].[Na+].O.Cl. The catalyst is C(O)C. The product is [C:1]([C:4]1[C:9]([O:10][CH2:11][CH2:12][CH2:13][C:14]([OH:16])=[O:15])=[C:8]([CH2:19][CH2:20][CH3:21])[C:7]([O:22][CH2:23][CH2:24][CH2:25][S:26][C:27]2[CH:32]=[CH:31][C:30]([C:33](=[O:35])[CH3:34])=[C:29]([OH:36])[C:28]=2[CH2:37][CH2:38][CH3:39])=[CH:6][CH:5]=1)(=[O:3])[CH3:2]. The yield is 0.652. (4) The reactants are [C:1]([C:3]1[CH:8]=[CH:7][C:6]([C:9]2[CH2:14][CH2:13][N:12](C(OC(C)(C)C)=O)[CH2:11][CH:10]=2)=[CH:5][CH:4]=1)#[N:2].C(Cl)Cl.[C:25]([OH:31])([C:27]([F:30])([F:29])[F:28])=[O:26]. No catalyst specified. The product is [NH:12]1[CH2:11][CH:10]=[C:9]([C:6]2[CH:7]=[CH:8][C:3]([C:1]#[N:2])=[CH:4][CH:5]=2)[CH2:14][CH2:13]1.[C:25]([OH:31])([C:27]([F:30])([F:29])[F:28])=[O:26]. The yield is 0.876. (5) The reactants are [Cl:1][C:2]1[N:3]=[C:4]([CH3:19])[CH:5]=[C:6]2[C:11]=1[N:10]([CH3:12])[CH:9]=[C:8]([C:13]([O:15][CH2:16][CH3:17])=[O:14])[C:7]2=[O:18].BrN1C(=O)CCC1=O.[NH:28]1[CH2:33][CH2:32][O:31][CH2:30][CH2:29]1.C(Cl)Cl. The catalyst is ClC(Cl)C.CN(C=O)C. The product is [Cl:1][C:2]1[N:3]=[C:4]([CH2:19][N:28]2[CH2:33][CH2:32][O:31][CH2:30][CH2:29]2)[CH:5]=[C:6]2[C:11]=1[N:10]([CH3:12])[CH:9]=[C:8]([C:13]([O:15][CH2:16][CH3:17])=[O:14])[C:7]2=[O:18]. The yield is 0.400. (6) The reactants are [Br:1][C:2]1[CH:3]=[N:4][N:5]([CH2:10][C:11]([OH:13])=O)[C:6](=[O:9])[C:7]=1[Br:8].C(Cl)(=O)C(Cl)=O.[N:20]1[CH:25]=[CH:24][C:23]([CH2:26][NH2:27])=[CH:22][CH:21]=1.C(N(CC)CC)C. The catalyst is O1CCCC1.CN(C)C=O.O. The product is [Br:1][C:2]1[CH:3]=[N:4][N:5]([CH2:10][C:11]([NH:27][CH2:26][C:23]2[CH:24]=[CH:25][N:20]=[CH:21][CH:22]=2)=[O:13])[C:6](=[O:9])[C:7]=1[Br:8]. The yield is 0.330. (7) The product is [CH2:17]([O:9][C:8]1[C:7]([CH3:11])([C:1]2[CH:6]=[CH:5][CH:4]=[CH:3][CH:2]=2)[C:15](=[O:16])[CH:24]=1)[CH3:18]. The reactants are [C:1]1([CH:7]([CH3:11])[C:8](O)=[O:9])[CH:6]=[CH:5][CH:4]=[CH:3][CH:2]=1.CN([CH:15]=[O:16])C.[CH2:17](N(CC)CC)[CH3:18].[CH2:24](Cl)Cl. The catalyst is C(Cl)(=O)C(Cl)=O. The yield is 0.450. (8) The reactants are [O:1]1[CH2:6][CH2:5][CH:4]([NH2:7])[CH2:3][CH2:2]1.C1(S([N:17]2[C:21]3=[N:22][CH:23]=[CH:24][CH:25]=[C:20]3[C:19]([C:26]3[CH:31]=[CH:30][N:29]=[C:28](Cl)[N:27]=3)=[CH:18]2)(=O)=O)C=CC=CC=1. No catalyst specified. The product is [O:1]1[CH2:6][CH2:5][CH:4]([NH:7][C:28]2[N:27]=[C:26]([C:19]3[C:20]4[C:21](=[N:22][CH:23]=[CH:24][CH:25]=4)[NH:17][CH:18]=3)[CH:31]=[CH:30][N:29]=2)[CH2:3][CH2:2]1. The yield is 0.420.